This data is from Full USPTO retrosynthesis dataset with 1.9M reactions from patents (1976-2016). The task is: Predict the reactants needed to synthesize the given product. (1) The reactants are: [Si:1]([O:18][CH2:19][C:20]1[CH:21]=[C:22]([CH2:25]O)[S:23][CH:24]=1)([C:14]([CH3:17])([CH3:16])[CH3:15])([C:8]1[CH:13]=[CH:12][CH:11]=[CH:10][CH:9]=1)[C:2]1[CH:7]=[CH:6][CH:5]=[CH:4][CH:3]=1.P(Br)(Br)[Br:28]. Given the product [Br:28][CH2:25][C:22]1[S:23][CH:24]=[C:20]([CH2:19][O:18][Si:1]([C:14]([CH3:17])([CH3:16])[CH3:15])([C:8]2[CH:13]=[CH:12][CH:11]=[CH:10][CH:9]=2)[C:2]2[CH:7]=[CH:6][CH:5]=[CH:4][CH:3]=2)[CH:21]=1, predict the reactants needed to synthesize it. (2) Given the product [Cl:1][C:2]1[C:3]([NH:15][CH:16]2[CH2:32][CH2:31][C:19]3([CH2:23][NH:22][CH2:21][CH2:20]3)[CH2:18][CH2:17]2)=[N:4][C:5]([NH:8][C:9]2[CH:10]=[N:11][N:12]([CH3:14])[CH:13]=2)=[N:6][CH:7]=1, predict the reactants needed to synthesize it. The reactants are: [Cl:1][C:2]1[C:3]([NH:15][CH:16]2[CH2:32][CH2:31][C:19]3([CH2:23][N:22](C(OC(C)(C)C)=O)[CH2:21][CH2:20]3)[CH2:18][CH2:17]2)=[N:4][C:5]([NH:8][C:9]2[CH:10]=[N:11][N:12]([CH3:14])[CH:13]=2)=[N:6][CH:7]=1.Cl. (3) Given the product [CH3:14][C:13]1[C:9]([C@H:8]2[N:23]([C:24]([O:26][C:27]([CH3:30])([CH3:29])[CH3:28])=[O:25])[CH2:22][CH2:21][N:16]3[C:17](=[O:20])[CH2:18][CH2:19][C@@H:15]23)=[CH:10][S:11][CH:12]=1, predict the reactants needed to synthesize it. The reactants are: [H-].[Na+].CS(O[C@@H:8]([C@@H:15]1[CH2:19][CH2:18][C:17](=[O:20])[N:16]1[CH2:21][CH2:22][NH:23][C:24]([O:26][C:27]([CH3:30])([CH3:29])[CH3:28])=[O:25])[C:9]1[C:13]([CH3:14])=[CH:12][S:11][CH:10]=1)(=O)=O. (4) Given the product [C:36]([NH:39][CH:40]([CH2:41][C:42]1[CH:43]=[CH:44][C:45]([OH:48])=[CH:46][CH:47]=1)[C:49]([NH:1][CH:2]([CH2:28][C:29]1[CH:34]=[CH:33][C:32]([F:35])=[CH:31][CH:30]=1)[C:3]([N:5]1[CH2:10][C:9](=[O:11])[N:8]([CH2:12][CH2:13][C:14]2[CH:23]=[CH:22][C:21]3[C:16](=[CH:17][CH:18]=[CH:19][CH:20]=3)[CH:15]=2)[CH2:7][CH:6]1[CH2:24][CH2:25][C:26]#[N:27])=[O:4])=[O:50])(=[O:38])[CH3:37], predict the reactants needed to synthesize it. The reactants are: [NH2:1][CH:2]([CH2:28][C:29]1[CH:34]=[CH:33][C:32]([F:35])=[CH:31][CH:30]=1)[C:3]([N:5]1[CH2:10][C:9](=[O:11])[N:8]([CH2:12][CH2:13][C:14]2[CH:23]=[CH:22][C:21]3[C:16](=[CH:17][CH:18]=[CH:19][CH:20]=3)[CH:15]=2)[CH2:7][CH:6]1[CH2:24][CH2:25][C:26]#[N:27])=[O:4].[C:36]([NH:39][C@H:40]([C:49](O)=[O:50])[CH2:41][C:42]1[CH:47]=[CH:46][C:45]([OH:48])=[CH:44][CH:43]=1)(=[O:38])[CH3:37].ON1C2C=CC=CC=2N=N1.CN1CCOCC1.CN(C)CCCN=C=NCC. (5) Given the product [CH2:22]1[C:23]2[C:18](=[CH:17][C:16]([O:15][CH2:14][CH2:13][CH:10]3[CH2:11][CH2:12][N:7]([C:5]([O:4][CH:1]([CH3:3])[CH3:2])=[O:6])[CH2:8][CH2:9]3)=[CH:25][CH:24]=2)[CH2:19][CH2:20][NH:21]1, predict the reactants needed to synthesize it. The reactants are: [CH:1]([O:4][C:5]([N:7]1[CH2:12][CH2:11][CH:10]([CH2:13][CH2:14][O:15][C:16]2[CH:17]=[C:18]3[C:23](=[CH:24][CH:25]=2)[CH2:22][N:21](C(OCC2C=CC=CC=2)=O)[CH2:20][CH2:19]3)[CH2:9][CH2:8]1)=[O:6])([CH3:3])[CH3:2].